From a dataset of Reaction yield outcomes from USPTO patents with 853,638 reactions. Predict the reaction yield, written as a fraction of the theoretical maximum amount of product (1.0 means a 100% yield; for example, 0.34 means a 34% yield). (1) The reactants are [CH2:1]([O:8][C:9]1[CH:13]=[C:12]([C:14](OC)=[O:15])[N:11]([C:18]2[CH:23]=[CH:22][CH:21]=[CH:20][CH:19]=2)[N:10]=1)[C:2]1[CH:7]=[CH:6][CH:5]=[CH:4][CH:3]=1.[H-].[Li+].[Al+3].[H-].[H-].[H-].O.O.O.O.O.O.O.O.O.O.[O-]S([O-])(=O)=O.[Na+].[Na+]. The catalyst is O1CCCC1. The product is [CH2:1]([O:8][C:9]1[CH:13]=[C:12]([CH2:14][OH:15])[N:11]([C:18]2[CH:23]=[CH:22][CH:21]=[CH:20][CH:19]=2)[N:10]=1)[C:2]1[CH:3]=[CH:4][CH:5]=[CH:6][CH:7]=1. The yield is 0.880. (2) The reactants are Cl[C:2]1[CH:7]=[CH:6][N:5]=[C:4]([NH:8][C:9]2[CH:14]=[C:13]([N:15]3[CH2:20][CH2:19][O:18][CH2:17][CH2:16]3)[CH:12]=[C:11]([N:21]3[CH2:26][CH2:25][O:24][CH2:23][CH2:22]3)[CH:10]=2)[N:3]=1.[CH3:27][C:28]1[N:33]=[C:32]([NH:34][CH3:35])[CH:31]=[CH:30][CH:29]=1.C(=O)([O-])[O-].[K+].[K+].CC1(C)C2C(=C(P(C3C=CC=CC=3)C3C=CC=CC=3)C=CC=2)OC2C(P(C3C=CC=CC=3)C3C=CC=CC=3)=CC=CC1=2. The catalyst is C1(C)C=CC=CC=1.C1C=CC(/C=C/C(/C=C/C2C=CC=CC=2)=O)=CC=1.C1C=CC(/C=C/C(/C=C/C2C=CC=CC=2)=O)=CC=1.C1C=CC(/C=C/C(/C=C/C2C=CC=CC=2)=O)=CC=1.[Pd].[Pd]. The product is [N:21]1([C:11]2[CH:10]=[C:9]([NH:8][C:4]3[N:3]=[C:2]([N:34]([CH3:35])[C:32]4[CH:31]=[CH:30][CH:29]=[C:28]([CH3:27])[N:33]=4)[CH:7]=[CH:6][N:5]=3)[CH:14]=[C:13]([N:15]3[CH2:20][CH2:19][O:18][CH2:17][CH2:16]3)[CH:12]=2)[CH2:26][CH2:25][O:24][CH2:23][CH2:22]1. The yield is 0.220. (3) The reactants are [N:1]1[CH:6]=[C:5]([OH:7])[CH:4]=[N:3][CH:2]=1.F[C:9]1[CH:16]=[CH:15][C:12]([CH:13]=[O:14])=[CH:11][CH:10]=1.CS([O-])=O.[Na+].C(=O)([O-])[O-].[K+].[K+]. The catalyst is CN(C=O)C.O. The product is [N:1]1[CH:6]=[C:5]([O:7][C:9]2[CH:16]=[CH:15][C:12]([CH:13]=[O:14])=[CH:11][CH:10]=2)[CH:4]=[N:3][CH:2]=1. The yield is 0.430. (4) The reactants are [OH:1][N:2]=[C:3]([Cl:14])[C@H:4]1[CH2:8][O:7][C:6]2([CH2:13][CH2:12][CH2:11][CH2:10][CH2:9]2)[O:5]1.[CH3:15][S:16](Cl)(=[O:18])=[O:17].C(N(C(C)C)C(C)C)C. The catalyst is C1COCC1. The product is [CH3:15][S:16]([O:1][N:2]=[C:3]([Cl:14])[C@H:4]1[CH2:8][O:7][C:6]2([CH2:13][CH2:12][CH2:11][CH2:10][CH2:9]2)[O:5]1)(=[O:18])=[O:17]. The yield is 0.738. (5) The reactants are [C:1]([O:5][C:6]([N:8]1[CH2:13][CH2:12][C:11]([CH:20]2[CH2:25][CH2:24][CH2:23][CH2:22][CH2:21]2)([CH2:14]OS(C)(=O)=O)[CH2:10][CH2:9]1)=[O:7])([CH3:4])([CH3:3])[CH3:2].N1C=[CH:29][N:28]=[N:27]1.[Na].[CH3:32][N:33](C)C=O. No catalyst specified. The product is [C:1]([O:5][C:6]([N:8]1[CH2:13][CH2:12][C:11]([CH:20]2[CH2:25][CH2:24][CH2:23][CH2:22][CH2:21]2)([CH2:14][N:28]2[CH:29]=[N:33][CH:32]=[N:27]2)[CH2:10][CH2:9]1)=[O:7])([CH3:4])([CH3:3])[CH3:2]. The yield is 0.797. (6) The reactants are [CH3:1][C:2]1[CH:11]=[CH:10][C:9]2[C:4](=[CH:5][CH:6]=[CH:7][C:8]=2[N:12]2[CH2:17][CH2:16][N:15]([CH2:18][CH2:19][C:20]3[CH:21]=[C:22]([CH:24]=[CH:25][CH:26]=3)[NH2:23])[CH2:14][CH2:13]2)[N:3]=1.[CH3:27][C:28]1[C:32]([C:33](O)=[O:34])=[C:31]([CH3:36])[O:30][N:29]=1. No catalyst specified. The product is [CH3:27][C:28]1[C:32]([C:33]([NH:23][C:22]2[CH:24]=[CH:25][CH:26]=[C:20]([CH2:19][CH2:18][N:15]3[CH2:14][CH2:13][N:12]([C:8]4[CH:7]=[CH:6][CH:5]=[C:4]5[C:9]=4[CH:10]=[CH:11][C:2]([CH3:1])=[N:3]5)[CH2:17][CH2:16]3)[CH:21]=2)=[O:34])=[C:31]([CH3:36])[O:30][N:29]=1. The yield is 0.560.